This data is from Forward reaction prediction with 1.9M reactions from USPTO patents (1976-2016). The task is: Predict the product of the given reaction. (1) Given the reactants CN(C(ON1N=NC2C=CC=NC1=2)=[N+](C)C)C.F[P-](F)(F)(F)(F)F.Br.[NH2:26][C:27]1[S:28][CH:29]=[C:30]([C:32]([OH:34])=O)[N:31]=1.C(N(C(C)C)CC)(C)C.[CH2:44]([N:51]1[CH2:56][CH2:55][CH:54]([NH2:57])[CH2:53][CH2:52]1)[C:45]1[CH:50]=[CH:49][CH:48]=[CH:47][CH:46]=1, predict the reaction product. The product is: [NH2:26][C:27]1[S:28][CH:29]=[C:30]([C:32]([NH:57][CH:54]2[CH2:55][CH2:56][N:51]([CH2:44][C:45]3[CH:50]=[CH:49][CH:48]=[CH:47][CH:46]=3)[CH2:52][CH2:53]2)=[O:34])[N:31]=1. (2) Given the reactants [CH:1]1([C@H:7]([NH:9][C:10](=[O:18])[C:11]2[CH:16]=[CH:15][C:14]([CH3:17])=[N:13][CH:12]=2)[CH3:8])[CH2:6][CH2:5][CH2:4][CH2:3][CH2:2]1.CC1C=CC(C(O)=[O:25])=CN=1.C1C=C(Cl)C=C(C(OO)=O)C=1.C([O-])(O)=O.[Na+], predict the reaction product. The product is: [CH:1]1([C@H:7]([NH:9][C:10](=[O:18])[C:11]2[CH:16]=[CH:15][C:14]([CH2:17][OH:25])=[N:13][CH:12]=2)[CH3:8])[CH2:6][CH2:5][CH2:4][CH2:3][CH2:2]1. (3) Given the reactants [CH3:1][O:2][CH2:3][C:4]([NH2:6])=[NH:5].CC[O-].[Na+].[C:11]([OH:19])(=[O:18])/[C:12](=[C:14](\[CH:16]=O)/[Br:15])/Br, predict the reaction product. The product is: [Br:15][C:14]1[C:12]([C:11]([OH:19])=[O:18])=[N:5][C:4]([CH2:3][O:2][CH3:1])=[N:6][CH:16]=1. (4) Given the reactants [C:1]([C:5]1[CH:10]=[CH:9][C:8]([S:11]([NH:14][C:15]2[C:16]([C:22]([NH:24][NH2:25])=O)=[N:17][C:18]([Cl:21])=[CH:19][CH:20]=2)(=[O:13])=[O:12])=[CH:7][CH:6]=1)([CH3:4])([CH3:3])[CH3:2].[C:26](OC)(OC)(OC)[CH3:27].[CH2:34]([NH2:36])[CH3:35].CC(O)=O, predict the reaction product. The product is: [C:1]([C:5]1[CH:10]=[CH:9][C:8]([S:11]([NH:14][C:15]2[C:16]([C:22]3[N:36]([CH2:34][CH3:35])[C:26]([CH3:27])=[N:25][N:24]=3)=[N:17][C:18]([Cl:21])=[CH:19][CH:20]=2)(=[O:13])=[O:12])=[CH:7][CH:6]=1)([CH3:4])([CH3:3])[CH3:2]. (5) Given the reactants [Br-].[CH2:2]([N+:6]1([CH3:11])[CH2:10][CH2:9][CH2:8][CH2:7]1)[CH2:3][CH2:4][CH3:5].[F:12][C:13]([F:26])([F:25])[S:14]([N-:17][S:18]([C:21]([F:24])([F:23])[F:22])(=[O:20])=[O:19])(=[O:16])=[O:15].[CH2:27]([N+]1(C)CCCC1)[CH2:28]CC, predict the reaction product. The product is: [F:24][C:21]([F:22])([F:23])[S:18]([N-:17][S:14]([C:13]([F:12])([F:25])[F:26])(=[O:15])=[O:16])(=[O:19])=[O:20].[CH2:2]([N+:6]1([CH3:11])[CH2:10][CH2:9][CH2:8][CH2:7]1)[CH2:3][CH2:4][CH2:5][CH2:27][CH3:28].